This data is from Reaction yield outcomes from USPTO patents with 853,638 reactions. The task is: Predict the reaction yield, written as a fraction of the theoretical maximum amount of product (1.0 means a 100% yield; for example, 0.34 means a 34% yield). No catalyst specified. The reactants are [F:1][C:2]1[CH:3]=[C:4]([CH:6]=[CH:7][C:8]=1[O:9][CH3:10])[NH2:5].C(O[CH:14]=[C:15]([C:21]([O:23][CH2:24][CH3:25])=[O:22])[C:16]([O:18][CH2:19][CH3:20])=[O:17])C. The yield is 0.780. The product is [F:1][C:2]1[CH:3]=[C:4]([NH:5][CH:14]=[C:15]([C:16]([O:18][CH2:19][CH3:20])=[O:17])[C:21]([O:23][CH2:24][CH3:25])=[O:22])[CH:6]=[CH:7][C:8]=1[O:9][CH3:10].